Dataset: Forward reaction prediction with 1.9M reactions from USPTO patents (1976-2016). Task: Predict the product of the given reaction. (1) Given the reactants C([O:8][CH2:9][CH3:10])(OCC)OCC.C(OC)(OC)(OC)CCCC.[CH2:22]([O:29][C:30]1[CH:31]=[CH:32][C:33]2[C:34]3[N:42]([CH3:43])[C:41]([CH3:44])=[N:40][C:35]=3[CH:36]=[N:37][C:38]=2[CH:39]=1)[C:23]1[CH:28]=[CH:27][CH:26]=[CH:25][CH:24]=1, predict the reaction product. The product is: [CH2:22]([O:29][C:30]1[CH:31]=[CH:32][C:33]2[C:34]3[N:42]([CH3:43])[C:41]([CH3:44])=[N:40][C:35]=3[CH:36]=[N:37][C:38]=2[CH:39]=1)[C:23]1[CH:24]=[CH:25][CH:26]=[CH:27][CH:28]=1.[CH3:43][N:42]1[C:34]2[C:33]3[CH:10]=[C:9]([OH:8])[CH:30]=[CH:39][C:38]=3[N:37]=[CH:36][C:35]=2[N:40]=[C:41]1[CH3:44]. (2) Given the reactants [C:1]([O:5][C:6]([N:8]1[C:16]2[C:11](=[CH:12][C:13]([O:17][Si:18]([C:21]([CH3:24])([CH3:23])[CH3:22])([CH3:20])[CH3:19])=[CH:14][CH:15]=2)[CH:10]=[CH:9]1)=[O:7])([CH3:4])([CH3:3])[CH3:2].I[C:26]1[C:27](=[O:43])[N:28]([CH2:35][O:36][CH2:37][CH2:38][Si:39]([CH3:42])([CH3:41])[CH3:40])[CH:29]=[C:30]([N+:32]([O-:34])=[O:33])[CH:31]=1.C(OC(N1C2C(=CC(C(N3CCN(C)CC3)=O)=CC=2)C=C1C1C(=O)N(COCC[Si](C)(C)C)C=C(C(O)=O)C=1)=O)(C)(C)C, predict the reaction product. The product is: [C:1]([O:5][C:6]([N:8]1[C:16]2[C:11](=[CH:12][C:13]([O:17][Si:18]([C:21]([CH3:24])([CH3:23])[CH3:22])([CH3:19])[CH3:20])=[CH:14][CH:15]=2)[CH:10]=[C:9]1[C:26]1[C:27](=[O:43])[N:28]([CH2:35][O:36][CH2:37][CH2:38][Si:39]([CH3:41])([CH3:40])[CH3:42])[CH:29]=[C:30]([N+:32]([O-:34])=[O:33])[CH:31]=1)=[O:7])([CH3:4])([CH3:3])[CH3:2]. (3) The product is: [Cl:16][C:17]1[N:18]=[N:19][C:20]([C:5]2[CH:4]=[N:3][N:2]([CH3:1])[CH:6]=2)=[CH:21][CH:22]=1. Given the reactants [CH3:1][N:2]1[CH:6]=[CH:5][C:4](B2OC(C)(C)C(C)(C)O2)=[N:3]1.[Cl:16][C:17]1[N:18]=[N:19][C:20](Cl)=[CH:21][CH:22]=1.C([O-])([O-])=O.[K+].[K+], predict the reaction product. (4) Given the reactants CN(C)C(=O)C.[NH2:7][C:8]1[CH:13]=[CH:12][CH:11]=[CH:10][CH:9]=1.[C:14]([O:22][CH3:23])(=[O:21])[C:15]#[C:16][C:17]([O:19][CH3:20])=[O:18], predict the reaction product. The product is: [NH:7]1[C:8]2[C:13](=[CH:12][CH:11]=[CH:10][CH:9]=2)[C:16]([C:17]([O:19][CH3:20])=[O:18])=[C:15]1[C:14]([O:22][CH3:23])=[O:21].